From a dataset of NCI-60 drug combinations with 297,098 pairs across 59 cell lines. Regression. Given two drug SMILES strings and cell line genomic features, predict the synergy score measuring deviation from expected non-interaction effect. (1) Synergy scores: CSS=30.8, Synergy_ZIP=-2.74, Synergy_Bliss=-5.99, Synergy_Loewe=-12.6, Synergy_HSA=-4.98. Drug 1: C1=C(C(=O)NC(=O)N1)F. Cell line: BT-549. Drug 2: CN(C(=O)NC(C=O)C(C(C(CO)O)O)O)N=O. (2) Drug 2: CC1C(C(=O)NC(C(=O)N2CCCC2C(=O)N(CC(=O)N(C(C(=O)O1)C(C)C)C)C)C(C)C)NC(=O)C3=C4C(=C(C=C3)C)OC5=C(C(=O)C(=C(C5=N4)C(=O)NC6C(OC(=O)C(N(C(=O)CN(C(=O)C7CCCN7C(=O)C(NC6=O)C(C)C)C)C)C(C)C)C)N)C. Cell line: COLO 205. Synergy scores: CSS=28.8, Synergy_ZIP=42.8, Synergy_Bliss=42.6, Synergy_Loewe=34.9, Synergy_HSA=33.6. Drug 1: C1CCC(C1)C(CC#N)N2C=C(C=N2)C3=C4C=CNC4=NC=N3. (3) Drug 1: C1=CC(=CC=C1CC(C(=O)O)N)N(CCCl)CCCl.Cl. Drug 2: CC1=C(C=C(C=C1)NC(=O)C2=CC=C(C=C2)CN3CCN(CC3)C)NC4=NC=CC(=N4)C5=CN=CC=C5. Cell line: NCI-H460. Synergy scores: CSS=16.9, Synergy_ZIP=-9.11, Synergy_Bliss=-1.38, Synergy_Loewe=-11.5, Synergy_HSA=-3.11. (4) Drug 1: C1=C(C(=O)NC(=O)N1)F. Drug 2: CN(CC1=CN=C2C(=N1)C(=NC(=N2)N)N)C3=CC=C(C=C3)C(=O)NC(CCC(=O)O)C(=O)O. Cell line: SK-OV-3. Synergy scores: CSS=35.4, Synergy_ZIP=-5.15, Synergy_Bliss=-7.49, Synergy_Loewe=-4.33, Synergy_HSA=-3.74. (5) Drug 1: C1CCC(C1)C(CC#N)N2C=C(C=N2)C3=C4C=CNC4=NC=N3. Drug 2: CC(C)NC(=O)C1=CC=C(C=C1)CNNC.Cl. Cell line: SNB-75. Synergy scores: CSS=-3.87, Synergy_ZIP=2.46, Synergy_Bliss=-0.790, Synergy_Loewe=-4.91, Synergy_HSA=-4.53. (6) Drug 1: CCC1=CC2CC(C3=C(CN(C2)C1)C4=CC=CC=C4N3)(C5=C(C=C6C(=C5)C78CCN9C7C(C=CC9)(C(C(C8N6C)(C(=O)OC)O)OC(=O)C)CC)OC)C(=O)OC. Drug 2: CCC1=C2N=C(C=C(N2N=C1)NCC3=C[N+](=CC=C3)[O-])N4CCCCC4CCO. Cell line: NCI-H460. Synergy scores: CSS=87.6, Synergy_ZIP=4.20, Synergy_Bliss=2.76, Synergy_Loewe=-0.122, Synergy_HSA=4.81. (7) Drug 1: CC1=CC2C(CCC3(C2CCC3(C(=O)C)OC(=O)C)C)C4(C1=CC(=O)CC4)C. Drug 2: C(CC(=O)O)C(=O)CN.Cl. Cell line: 786-0. Synergy scores: CSS=11.5, Synergy_ZIP=-5.18, Synergy_Bliss=-4.94, Synergy_Loewe=-13.0, Synergy_HSA=-6.29. (8) Drug 1: CC(C)(C#N)C1=CC(=CC(=C1)CN2C=NC=N2)C(C)(C)C#N. Drug 2: CC1C(C(CC(O1)OC2CC(CC3=C2C(=C4C(=C3O)C(=O)C5=CC=CC=C5C4=O)O)(C(=O)C)O)N)O. Cell line: SNB-19. Synergy scores: CSS=38.6, Synergy_ZIP=0.466, Synergy_Bliss=1.01, Synergy_Loewe=-3.16, Synergy_HSA=2.91. (9) Synergy scores: CSS=53.1, Synergy_ZIP=-2.64, Synergy_Bliss=-4.38, Synergy_Loewe=-40.1, Synergy_HSA=-2.78. Drug 1: C1CC(=O)NC(=O)C1N2CC3=C(C2=O)C=CC=C3N. Cell line: NCI-H522. Drug 2: CC1=C2C(C(=O)C3(C(CC4C(C3C(C(C2(C)C)(CC1OC(=O)C(C(C5=CC=CC=C5)NC(=O)C6=CC=CC=C6)O)O)OC(=O)C7=CC=CC=C7)(CO4)OC(=O)C)O)C)OC(=O)C.